Dataset: Peptide-MHC class I binding affinity with 185,985 pairs from IEDB/IMGT. Task: Regression. Given a peptide amino acid sequence and an MHC pseudo amino acid sequence, predict their binding affinity value. This is MHC class I binding data. (1) The peptide sequence is NPGFALLAGF. The MHC is HLA-B07:02 with pseudo-sequence HLA-B07:02. The binding affinity (normalized) is 0.496. (2) The peptide sequence is ELFARSSDPR. The MHC is HLA-C04:01 with pseudo-sequence HLA-C04:01. The binding affinity (normalized) is 0.0847. (3) The peptide sequence is KIWEELSVL. The MHC is HLA-A02:06 with pseudo-sequence HLA-A02:06. The binding affinity (normalized) is 0.470. (4) The peptide sequence is GMFRTVGQL. The MHC is HLA-A02:03 with pseudo-sequence HLA-A02:03. The binding affinity (normalized) is 0.585. (5) The binding affinity (normalized) is 0.0847. The peptide sequence is RTGTRLLGR. The MHC is HLA-A02:01 with pseudo-sequence HLA-A02:01. (6) The peptide sequence is IQPFLALGF. The MHC is HLA-A24:02 with pseudo-sequence HLA-A24:02. The binding affinity (normalized) is 0.483. (7) The peptide sequence is TTTLEETKF. The MHC is HLA-B07:02 with pseudo-sequence HLA-B07:02. The binding affinity (normalized) is 0.0847. (8) The peptide sequence is ATPYDINQML. The MHC is HLA-A03:01 with pseudo-sequence HLA-A03:01. The binding affinity (normalized) is 0. (9) The peptide sequence is MWAQDAAM. The MHC is HLA-A24:02 with pseudo-sequence HLA-A24:02. The binding affinity (normalized) is 0.